This data is from TCR-epitope binding with 47,182 pairs between 192 epitopes and 23,139 TCRs. The task is: Binary Classification. Given a T-cell receptor sequence (or CDR3 region) and an epitope sequence, predict whether binding occurs between them. (1) The epitope is TPINLVRDL. The TCR CDR3 sequence is CASSQDQGSLYEQYF. Result: 0 (the TCR does not bind to the epitope). (2) The epitope is YIFFASFYY. The TCR CDR3 sequence is CSASAGNTGELFF. Result: 1 (the TCR binds to the epitope). (3) The epitope is IYSKHTPINL. The TCR CDR3 sequence is CATHAGTGELFF. Result: 0 (the TCR does not bind to the epitope).